Predict the reaction yield, written as a fraction of the theoretical maximum amount of product (1.0 means a 100% yield; for example, 0.34 means a 34% yield). From a dataset of Reaction yield outcomes from USPTO patents with 853,638 reactions. The reactants are [H-].[Na+].[Si:3]([O:10][CH2:11][CH2:12][CH2:13][C@@:14]1([C:36]2[CH:41]=[CH:40][C:39]([F:42])=[CH:38][CH:37]=2)[O:19][C:18](=[O:20])[N:17]([C@H:21]([C:23]2[CH:28]=[CH:27][C:26]([C:29]3[CH:34]=[CH:33][C:32](=[O:35])[NH:31][CH:30]=3)=[CH:25][CH:24]=2)[CH3:22])[CH2:16][CH2:15]1)([C:6]([CH3:9])([CH3:8])[CH3:7])([CH3:5])[CH3:4].[CH3:43]I. The catalyst is C1COCC1. The product is [Si:3]([O:10][CH2:11][CH2:12][CH2:13][C@@:14]1([C:36]2[CH:37]=[CH:38][C:39]([F:42])=[CH:40][CH:41]=2)[O:19][C:18](=[O:20])[N:17]([C@H:21]([C:23]2[CH:24]=[CH:25][C:26]([C:29]3[CH:34]=[CH:33][C:32](=[O:35])[N:31]([CH3:43])[CH:30]=3)=[CH:27][CH:28]=2)[CH3:22])[CH2:16][CH2:15]1)([C:6]([CH3:7])([CH3:8])[CH3:9])([CH3:4])[CH3:5]. The yield is 1.00.